From a dataset of Full USPTO retrosynthesis dataset with 1.9M reactions from patents (1976-2016). Predict the reactants needed to synthesize the given product. (1) Given the product [N:20]1[CH:25]=[CH:24][C:23]([C:2]2[CH:3]=[C:4]([N:7]3[CH2:11][C@:10]4([CH:16]5[CH2:17][CH2:18][N:13]([CH2:14][CH2:15]5)[CH2:12]4)[O:9][C:8]3=[O:19])[S:5][CH:6]=2)=[CH:22][CH:21]=1, predict the reactants needed to synthesize it. The reactants are: Br[C:2]1[CH:3]=[C:4]([N:7]2[CH2:11][C@:10]3([CH:16]4[CH2:17][CH2:18][N:13]([CH2:14][CH2:15]4)[CH2:12]3)[O:9][C:8]2=[O:19])[S:5][CH:6]=1.[N:20]1[CH:25]=[CH:24][C:23](B(O)O)=[CH:22][CH:21]=1. (2) Given the product [Cl:21][C:22]1[N:23]=[C:24]([NH2:29])[N:25]=[C:26]([NH:17][C:16]2[CH:18]=[CH:19][C:13]([O:12][C:10]3[CH:9]=[CH:8][N:7]=[C:6]4[NH:5][CH:4]=[C:3]([CH2:1][CH3:2])[C:11]=34)=[C:14]([F:20])[CH:15]=2)[CH:27]=1, predict the reactants needed to synthesize it. The reactants are: [CH2:1]([C:3]1[C:11]2[C:6](=[N:7][CH:8]=[CH:9][C:10]=2[O:12][C:13]2[CH:19]=[CH:18][C:16]([NH2:17])=[CH:15][C:14]=2[F:20])[NH:5][CH:4]=1)[CH3:2].[Cl:21][C:22]1[CH:27]=[C:26](Cl)[N:25]=[C:24]([NH2:29])[N:23]=1.Cl.[OH-].[Na+].